Dataset: CYP2C19 inhibition data for predicting drug metabolism from PubChem BioAssay. Task: Regression/Classification. Given a drug SMILES string, predict its absorption, distribution, metabolism, or excretion properties. Task type varies by dataset: regression for continuous measurements (e.g., permeability, clearance, half-life) or binary classification for categorical outcomes (e.g., BBB penetration, CYP inhibition). Dataset: cyp2c19_veith. (1) The drug is CC(=O)N(c1ccc2oc(=O)sc2c1)S(=O)(=O)c1cccs1. The result is 1 (inhibitor). (2) The molecule is Cc1nc(SCC(=O)c2ccc(F)cc2)c([N+](=O)[O-])[nH]1. The result is 1 (inhibitor). (3) The result is 0 (non-inhibitor). The compound is CC(=O)c1cnc2cc(C)nn2c1C. (4) The molecule is NC(N)=N/N=C\c1ccc(O)c(C(=O)O)c1. The result is 0 (non-inhibitor).